Dataset: Forward reaction prediction with 1.9M reactions from USPTO patents (1976-2016). Task: Predict the product of the given reaction. (1) Given the reactants [Li+].[OH-].[CH3:3][O:4][C:5]1[CH:21]=[CH:20][C:8]([CH2:9][N:10]2[CH:14]=[C:13]([C:15]([O:17]CC)=[O:16])[CH:12]=[N:11]2)=[CH:7][CH:6]=1, predict the reaction product. The product is: [CH3:3][O:4][C:5]1[CH:6]=[CH:7][C:8]([CH2:9][N:10]2[CH:14]=[C:13]([C:15]([OH:17])=[O:16])[CH:12]=[N:11]2)=[CH:20][CH:21]=1. (2) Given the reactants [O:1]1[C:5]2[CH:6]=[CH:7][CH:8]=[CH:9][C:4]=2[CH:3]=[C:2]1[C:10]([NH:12][C:13]1[S:14][CH:15]=[C:16](OS(C(F)(F)F)(=O)=O)[C:17]=1[C:18]([O:20]C(C)(C)C)=[O:19])=[O:11].[CH3:33][C:34]1[C:43]2[C:38](=[CH:39][CH:40]=[CH:41][CH:42]=2)[C:37](B(O)O)=[CH:36][CH:35]=1.C(=O)([O-])[O-].[Na+].[Na+].C(O)C, predict the reaction product. The product is: [O:1]1[C:5]2[CH:6]=[CH:7][CH:8]=[CH:9][C:4]=2[CH:3]=[C:2]1[C:10]([NH:12][C:13]1[S:14][CH:15]=[C:16]([C:37]2[C:38]3[C:43](=[CH:42][CH:41]=[CH:40][CH:39]=3)[C:34]([CH3:33])=[CH:35][CH:36]=2)[C:17]=1[C:18]([OH:20])=[O:19])=[O:11]. (3) The product is: [Br:10][CH2:11][CH2:12][O:9][C:3]1[CH:4]=[CH:5][C:6]([I:8])=[CH:7][C:2]=1[CH3:1]. Given the reactants [CH3:1][C:2]1[CH:7]=[C:6]([I:8])[CH:5]=[CH:4][C:3]=1[OH:9].[Br:10][CH2:11][CH2:12]Br.[OH-].[Na+].C(O)C, predict the reaction product. (4) Given the reactants [C:1]1([S:7]([CH2:10][F:11])(=[O:9])=[O:8])[CH:6]=[CH:5][CH:4]=[CH:3][CH:2]=1.P(Cl)(OCC)(OCC)=O.C[Si](C)(C)N[Si](C)(C)C.[Li].[C:31]([C:35]1[C:36]([O:50][CH2:51][CH:52]([F:54])[F:53])=[C:37]([C:45]([CH3:49])=[CH:46][CH:47]=O)[CH:38]=[C:39]([C:41]([CH3:44])([CH3:43])[CH3:42])[CH:40]=1)([CH3:34])([CH3:33])[CH3:32], predict the reaction product. The product is: [C:31]([C:35]1[CH:40]=[C:39]([C:41]([CH3:44])([CH3:43])[CH3:42])[CH:38]=[C:37]([C:45]([CH3:49])=[CH:46][CH:47]=[C:10]([S:7]([C:1]2[CH:2]=[CH:3][CH:4]=[CH:5][CH:6]=2)(=[O:9])=[O:8])[F:11])[C:36]=1[O:50][CH2:51][CH:52]([F:53])[F:54])([CH3:32])([CH3:33])[CH3:34].